Dataset: Reaction yield outcomes from USPTO patents with 853,638 reactions. Task: Predict the reaction yield, written as a fraction of the theoretical maximum amount of product (1.0 means a 100% yield; for example, 0.34 means a 34% yield). (1) The reactants are [NH:1]1[C:9]2[C:4](=[CH:5][C:6]([C:10]([OH:12])=[O:11])=[CH:7][CH:8]=2)[CH:3]=[N:2]1.Cl[CH:14]1[CH2:19][CH2:18][O:17][CH2:16][CH2:15]1.[C:20]([O-:23])([O-])=O.[Cs+].[Cs+].O. The catalyst is CN1C(=O)CCC1. The product is [O:17]1[CH2:18][CH2:19][CH:14]([N:1]2[C:9]3[C:4](=[CH:5][C:6]([C:10]([O:12][CH:4]4[CH2:3][CH2:20][O:23][CH2:6][CH2:5]4)=[O:11])=[CH:7][CH:8]=3)[CH:3]=[N:2]2)[CH2:15][CH2:16]1. The yield is 0.240. (2) The reactants are C(OC([N:8]1[CH:13]([CH3:14])[CH2:12][N:11]([C:15](=[O:30])[C:16]2[CH:21]=[CH:20][C:19]([C:22]3[CH:23]=[N:24][C:25]([NH2:29])=[C:26]([OH:28])[CH:27]=3)=[CH:18][CH:17]=2)[CH2:10][CH:9]1[CH3:31])=O)(C)(C)C.Br[CH:33]([C:35]1[CH:40]=[CH:39][CH:38]=[CH:37][C:36]=1[C:41]([F:44])([F:43])[F:42])[CH3:34].C([O-])([O-])=O.[Cs+].[Cs+].O. The catalyst is CN(C=O)C. The product is [NH2:29][C:25]1[N:24]=[CH:23][C:22]([C:19]2[CH:18]=[CH:17][C:16]([C:15]([N:11]3[CH2:10][CH:9]([CH3:31])[NH:8][CH:13]([CH3:14])[CH2:12]3)=[O:30])=[CH:21][CH:20]=2)=[CH:27][C:26]=1[O:28][CH:33]([C:35]1[CH:40]=[CH:39][CH:38]=[CH:37][C:36]=1[C:41]([F:42])([F:43])[F:44])[CH3:34]. The yield is 0.342. (3) The reactants are [CH3:1][CH2:2]/[CH:3]=[CH:4]\[CH2:5][CH2:6][CH:7]([CH2:14]S([O-])(=O)=O)[CH2:8][CH2:9]/[CH:10]=[CH:11]\[CH2:12][CH3:13].[C-]#[N:20].[Na+].O. The catalyst is CN(C)C=O. The product is [CH2:6]([CH:7]([CH2:8][CH2:9]/[CH:10]=[CH:11]\[CH2:12][CH3:13])[C:14]#[N:20])[CH2:5]/[CH:4]=[CH:3]\[CH2:2][CH3:1]. The yield is 0.690. (4) The reactants are [Cl:1][C:2]1[CH:7]=[CH:6][C:5]([CH:8]([C:20]2[CH:25]=[CH:24][CH:23]=[CH:22][CH:21]=2)[NH:9][C:10](=[O:19])[CH2:11][C:12]2[CH:17]=[CH:16][C:15]([OH:18])=[CH:14][CH:13]=2)=[C:4]([CH3:26])[CH:3]=1.Cl[CH2:28][C:29]1[C:30]([C:35]([O:37][CH3:38])=[O:36])=[N:31][O:32][C:33]=1[CH3:34]. No catalyst specified. The product is [Cl:1][C:2]1[CH:7]=[CH:6][C:5]([CH:8]([NH:9][C:10](=[O:19])[CH2:11][C:12]2[CH:17]=[CH:16][C:15]([O:18][CH2:28][C:29]3[C:30]([C:35]([O:37][CH3:38])=[O:36])=[N:31][O:32][C:33]=3[CH3:34])=[CH:14][CH:13]=2)[C:20]2[CH:21]=[CH:22][CH:23]=[CH:24][CH:25]=2)=[C:4]([CH3:26])[CH:3]=1. The yield is 0.700. (5) The reactants are [F:1][C:2]([F:23])([F:22])[C:3]1([C:9]([N:11]2[CH2:16][CH2:15][CH:14]([C:17](OCC)=[O:18])[CH2:13][CH2:12]2)=O)[CH2:8][CH2:7][CH2:6][CH2:5][CH2:4]1.[H-].[H-].[H-].[H-].[Li+].[Al+3]. The catalyst is C1COCC1. The product is [F:23][C:2]([F:1])([F:22])[C:3]1([CH2:9][N:11]2[CH2:12][CH2:13][CH:14]([CH2:17][OH:18])[CH2:15][CH2:16]2)[CH2:4][CH2:5][CH2:6][CH2:7][CH2:8]1. The yield is 0.900. (6) The reactants are [C:1]([C:4]1[CH:11]=[CH:10][C:7]([CH:8]=[O:9])=[CH:6][CH:5]=1)([OH:3])=O.S(Cl)(Cl)=O.[C:16]([O:20][C:21](=[O:30])[NH:22][C:23]1[CH:28]=[CH:27][CH:26]=[CH:25][C:24]=1[NH2:29])([CH3:19])([CH3:18])[CH3:17].C(C1C=CC(C(Cl)=O)=CC=1)=O.C(N(C(C)C)CC)(C)C. The yield is 0.450. The catalyst is ClCCl.CN(C=O)C. The product is [C:16]([O:20][C:21](=[O:30])[NH:22][C:23]1[CH:28]=[CH:27][CH:26]=[CH:25][C:24]=1[NH:29][C:1](=[O:3])[C:4]1[CH:11]=[CH:10][C:7]([CH:8]=[O:9])=[CH:6][CH:5]=1)([CH3:19])([CH3:17])[CH3:18].